This data is from Choline transporter screen with 302,306 compounds. The task is: Binary Classification. Given a drug SMILES string, predict its activity (active/inactive) in a high-throughput screening assay against a specified biological target. (1) The drug is Brc1cc(F)c(NS(=O)(=O)N(C)C)cc1. The result is 0 (inactive). (2) The molecule is S(CC(=O)c1c(n(Cc2ccccc2)c(=O)n(c1=O)C)N)c1ccccc1. The result is 0 (inactive). (3) The drug is O1CCN(CC1)c1nnc(cc1)c1cc(NC(=O)c2cc(OC)c(OC)cc2)ccc1. The result is 0 (inactive). (4) The drug is S(c1ccc(cc1)/C=N\NC(=O)c1ccc(OCC)cc1)C. The result is 0 (inactive). (5) The molecule is s1c2ncnc(N3CCC(CC3)C(=O)N(CC(=O)Nc3cc(OCC)c(OCC)cc3)C)c2c(c1C)C. The result is 0 (inactive). (6) The compound is Clc1c(N2CCCC2)ccc(NC(=O)c2cc(c([N+]([O-])=O)cc2)C)c1. The result is 0 (inactive). (7) The drug is Clc1c(COC(=O)CN2C(=O)C3(NC2=O)CCCC3)ccc(Cl)c1. The result is 0 (inactive).